Task: Predict the product of the given reaction.. Dataset: Forward reaction prediction with 1.9M reactions from USPTO patents (1976-2016) (1) The product is: [CH3:45][Si:44]([CH3:47])([CH3:46])[CH2:43][CH2:42][O:41][CH2:40][O:39][CH2:38][C:36]1[N:37]=[C:33]([C:31]([NH2:30])=[O:32])[S:34][CH:35]=1. Given the reactants C[Si](C)(C)CCOCOCC1N=C(C(OCC)=O)SC=1.CC(C)(CC(=O)N[NH:30][C:31]([C:33]1[S:34][CH:35]=[C:36]([CH2:38][O:39][CH2:40][O:41][CH2:42][CH2:43][Si:44]([CH3:47])([CH3:46])[CH3:45])[N:37]=1)=[O:32])C(OC)=O, predict the reaction product. (2) Given the reactants [N:1]12[CH2:8][CH2:7][C:4]([C:9]([C:17]3[CH:22]=[CH:21][CH:20]=[CH:19][CH:18]=3)([C:11]3[CH:16]=[CH:15][CH:14]=[CH:13][CH:12]=3)[OH:10])([CH2:5][CH2:6]1)[CH2:3][CH2:2]2.[Br:23][CH2:24][CH2:25][CH2:26][CH:27]=[CH2:28], predict the reaction product. The product is: [Br-:23].[OH:10][C:9]([C:17]1[CH:22]=[CH:21][CH:20]=[CH:19][CH:18]=1)([C:11]1[CH:12]=[CH:13][CH:14]=[CH:15][CH:16]=1)[C:4]12[CH2:5][CH2:6][N+:1]([CH2:28][CH2:27][CH2:26][CH:25]=[CH2:24])([CH2:2][CH2:3]1)[CH2:8][CH2:7]2. (3) Given the reactants [C:1]([C:3]1[C:4]([N:18]2[CH2:23][CH2:22][CH:21]([C:24]([OH:26])=O)[CH2:20][CH2:19]2)=[N:5][C:6]([C:14]([F:17])([F:16])[F:15])=[C:7]([C:9]([O:11][CH2:12][CH3:13])=[O:10])[CH:8]=1)#[N:2].[CH2:27]([C:29]1[CH:30]=[C:31]([CH2:35][S:36]([NH2:39])(=[O:38])=[O:37])[CH:32]=[CH:33][CH:34]=1)[CH3:28], predict the reaction product. The product is: [C:1]([C:3]1[C:4]([N:18]2[CH2:23][CH2:22][CH:21]([C:24]([NH:39][S:36]([CH2:35][C:31]3[CH:32]=[CH:33][CH:34]=[C:29]([CH2:27][CH3:28])[CH:30]=3)(=[O:37])=[O:38])=[O:26])[CH2:20][CH2:19]2)=[N:5][C:6]([C:14]([F:16])([F:17])[F:15])=[C:7]([CH:8]=1)[C:9]([O:11][CH2:12][CH3:13])=[O:10])#[N:2]. (4) Given the reactants [BH4-].[Na+].[F:3][C:4]1[CH:9]=[CH:8][C:7]([C:10](=[O:28])[CH:11]([CH2:17][C:18]2[CH:23]=[CH:22][CH:21]=[C:20]([C:24]([F:27])([F:26])[F:25])[CH:19]=2)[C:12]([O:14][CH2:15][CH3:16])=[O:13])=[CH:6][CH:5]=1.Cl, predict the reaction product. The product is: [F:3][C:4]1[CH:5]=[CH:6][C:7]([CH:10]([OH:28])[CH:11]([CH2:17][C:18]2[CH:23]=[CH:22][CH:21]=[C:20]([C:24]([F:26])([F:27])[F:25])[CH:19]=2)[C:12]([O:14][CH2:15][CH3:16])=[O:13])=[CH:8][CH:9]=1. (5) Given the reactants Cl.Cl.[NH2:3][CH2:4][C:5]1[CH:10]=[CH:9][C:8]([NH:11][C:12]2[NH:16][C:15]3[CH:17]=[CH:18][CH:19]=[CH:20][C:14]=3[N:13]=2)=[CH:7][CH:6]=1.[C:21]([CH:25]([CH:29]1[C:35]2[CH:36]=[CH:37][CH:38]=[CH:39][C:34]=2[N:33]([CH2:40][CH:41]=O)[C:32](=[O:43])[CH2:31][CH2:30]1)[C:26]([OH:28])=[O:27])([CH3:24])([CH3:23])[CH3:22].[BH3-]C#N.[Na+], predict the reaction product. The product is: [C:21]([CH:25]([CH:29]1[C:35]2[CH:36]=[CH:37][CH:38]=[CH:39][C:34]=2[N:33]([CH2:40][CH2:41][NH:3][CH2:4][C:5]2[CH:6]=[CH:7][C:8]([NH:11][C:12]3[NH:13][C:14]4[CH:20]=[CH:19][CH:18]=[CH:17][C:15]=4[N:16]=3)=[CH:9][CH:10]=2)[C:32](=[O:43])[CH2:31][CH2:30]1)[C:26]([OH:28])=[O:27])([CH3:24])([CH3:22])[CH3:23]. (6) Given the reactants Br[C:2]1[C:3]2[CH:10]=[C:9]([CH2:11][O:12][C:13]3[CH:18]=[CH:17][C:16]([C@@H:19]([C:26]#[C:27][CH3:28])[CH2:20][C:21]([O:23][CH2:24][CH3:25])=[O:22])=[CH:15][CH:14]=3)[CH:8]=[CH:7][C:4]=2[S:5][CH:6]=1.[Cl:29][C:30]1[CH:35]=[CH:34][CH:33]=[CH:32][C:31]=1B(O)O.C([O-])([O-])=O.[Cs+].[Cs+], predict the reaction product. The product is: [Cl:29][C:30]1[CH:35]=[CH:34][CH:33]=[CH:32][C:31]=1[C:2]1[C:3]2[CH:10]=[C:9]([CH2:11][O:12][C:13]3[CH:18]=[CH:17][C:16]([C@@H:19]([C:26]#[C:27][CH3:28])[CH2:20][C:21]([O:23][CH2:24][CH3:25])=[O:22])=[CH:15][CH:14]=3)[CH:8]=[CH:7][C:4]=2[S:5][CH:6]=1.